Dataset: NCI-60 drug combinations with 297,098 pairs across 59 cell lines. Task: Regression. Given two drug SMILES strings and cell line genomic features, predict the synergy score measuring deviation from expected non-interaction effect. (1) Drug 1: CC1=C2C(C(=O)C3(C(CC4C(C3C(C(C2(C)C)(CC1OC(=O)C(C(C5=CC=CC=C5)NC(=O)OC(C)(C)C)O)O)OC(=O)C6=CC=CC=C6)(CO4)OC(=O)C)O)C)O. Drug 2: CC1CCCC2(C(O2)CC(NC(=O)CC(C(C(=O)C(C1O)C)(C)C)O)C(=CC3=CSC(=N3)C)C)C. Cell line: KM12. Synergy scores: CSS=64.1, Synergy_ZIP=3.38, Synergy_Bliss=-0.101, Synergy_Loewe=-4.97, Synergy_HSA=2.18. (2) Drug 1: CN1C(=O)N2C=NC(=C2N=N1)C(=O)N. Drug 2: C1=NNC2=C1C(=O)NC=N2. Cell line: HCT-15. Synergy scores: CSS=-5.59, Synergy_ZIP=-1.54, Synergy_Bliss=-8.20, Synergy_Loewe=-12.3, Synergy_HSA=-14.0. (3) Drug 1: COC1=NC(=NC2=C1N=CN2C3C(C(C(O3)CO)O)O)N. Drug 2: C1=NC2=C(N=C(N=C2N1C3C(C(C(O3)CO)O)F)Cl)N. Cell line: SNB-19. Synergy scores: CSS=22.5, Synergy_ZIP=-6.44, Synergy_Bliss=-0.500, Synergy_Loewe=-83.4, Synergy_HSA=-4.26. (4) Drug 1: CCC1=C2CN3C(=CC4=C(C3=O)COC(=O)C4(CC)O)C2=NC5=C1C=C(C=C5)O. Drug 2: CC1=C(C(=CC=C1)Cl)NC(=O)C2=CN=C(S2)NC3=CC(=NC(=N3)C)N4CCN(CC4)CCO. Cell line: RXF 393. Synergy scores: CSS=11.3, Synergy_ZIP=-7.04, Synergy_Bliss=-9.98, Synergy_Loewe=-19.5, Synergy_HSA=-8.48. (5) Cell line: UACC62. Drug 1: CS(=O)(=O)C1=CC(=C(C=C1)C(=O)NC2=CC(=C(C=C2)Cl)C3=CC=CC=N3)Cl. Synergy scores: CSS=9.59, Synergy_ZIP=-6.01, Synergy_Bliss=-8.04, Synergy_Loewe=-21.4, Synergy_HSA=-8.80. Drug 2: C1=CC=C(C=C1)NC(=O)CCCCCCC(=O)NO. (6) Drug 1: CC1C(C(=O)NC(C(=O)N2CCCC2C(=O)N(CC(=O)N(C(C(=O)O1)C(C)C)C)C)C(C)C)NC(=O)C3=C4C(=C(C=C3)C)OC5=C(C(=O)C(=C(C5=N4)C(=O)NC6C(OC(=O)C(N(C(=O)CN(C(=O)C7CCCN7C(=O)C(NC6=O)C(C)C)C)C)C(C)C)C)N)C. Drug 2: CNC(=O)C1=NC=CC(=C1)OC2=CC=C(C=C2)NC(=O)NC3=CC(=C(C=C3)Cl)C(F)(F)F. Cell line: OVCAR-4. Synergy scores: CSS=-3.65, Synergy_ZIP=1.93, Synergy_Bliss=2.27, Synergy_Loewe=-2.42, Synergy_HSA=-2.35. (7) Drug 1: C1CCN(CC1)CCOC2=CC=C(C=C2)C(=O)C3=C(SC4=C3C=CC(=C4)O)C5=CC=C(C=C5)O. Drug 2: CCC1(C2=C(COC1=O)C(=O)N3CC4=CC5=C(C=CC(=C5CN(C)C)O)N=C4C3=C2)O.Cl. Cell line: TK-10. Synergy scores: CSS=8.33, Synergy_ZIP=-2.99, Synergy_Bliss=-1.33, Synergy_Loewe=-18.3, Synergy_HSA=-4.46. (8) Drug 1: CN1CCC(CC1)COC2=C(C=C3C(=C2)N=CN=C3NC4=C(C=C(C=C4)Br)F)OC. Drug 2: COCCOC1=C(C=C2C(=C1)C(=NC=N2)NC3=CC=CC(=C3)C#C)OCCOC.Cl. Cell line: UACC62. Synergy scores: CSS=8.22, Synergy_ZIP=-3.33, Synergy_Bliss=0.943, Synergy_Loewe=1.19, Synergy_HSA=1.67.